Task: Predict which catalyst facilitates the given reaction.. Dataset: Catalyst prediction with 721,799 reactions and 888 catalyst types from USPTO (1) Reactant: C(OC(=O)[NH:7][CH2:8][C:9]1[CH:14]=[CH:13][CH:12]=[C:11]([CH:15]2[CH2:20][CH2:19][N:18]([C:21](=[O:47])[CH2:22][C@@H:23]3[N:29]=[C:28]([C:30]4[CH:35]=[CH:34][C:33]([Cl:36])=[CH:32][CH:31]=4)[C:27]4[CH:37]=[C:38]([O:41][CH3:42])[CH:39]=[CH:40][C:26]=4[N:25]4[C:43]([CH3:46])=[N:44][N:45]=[C:24]34)[CH2:17][CH2:16]2)[CH:10]=1)(C)(C)C.C(O)(C(F)(F)F)=O. Product: [NH2:7][CH2:8][C:9]1[CH:10]=[C:11]([CH:15]2[CH2:16][CH2:17][N:18]([C:21](=[O:47])[CH2:22][C@@H:23]3[N:29]=[C:28]([C:30]4[CH:35]=[CH:34][C:33]([Cl:36])=[CH:32][CH:31]=4)[C:27]4[CH:37]=[C:38]([O:41][CH3:42])[CH:39]=[CH:40][C:26]=4[N:25]4[C:43]([CH3:46])=[N:44][N:45]=[C:24]34)[CH2:19][CH2:20]2)[CH:12]=[CH:13][CH:14]=1. The catalyst class is: 2. (2) Reactant: [OH:1][C:2]1[CH:3]=[C:4]([C:8]2[CH:13]=[CH:12][CH:11]=[CH:10][CH:9]=2)[CH:5]=[CH:6][CH:7]=1.[CH2:14](Br)[CH:15]=[CH2:16].C(=O)([O-])[O-].[K+].[K+].O. Product: [CH2:16]([O:1][C:2]1[CH:3]=[C:4]([C:8]2[CH:9]=[CH:10][CH:11]=[CH:12][CH:13]=2)[CH:5]=[CH:6][CH:7]=1)[CH:15]=[CH2:14]. The catalyst class is: 9. (3) Product: [Br:12][C:13]1[CH:14]=[C:15]([C:16]2[N:9]=[C:6]3[CH:5]=[CH:4][C:3]([C:2]([F:1])([F:10])[F:11])=[CH:8][N:7]3[C:34]=2[NH:33][C:35]([CH3:38])([CH3:37])[CH3:36])[CH:18]=[CH:19][CH:20]=1. The catalyst class is: 5. Reactant: [F:1][C:2]([F:11])([F:10])[C:3]1[CH:4]=[CH:5][C:6]([NH2:9])=[N:7][CH:8]=1.[Br:12][C:13]1[CH:14]=[C:15]([CH:18]=[CH:19][CH:20]=1)[CH:16]=O.O.C1(C)C=CC(S(O)(=O)=O)=CC=1.[N+:33]([C:35]([CH3:38])([CH3:37])[CH3:36])#[C-:34]. (4) Product: [ClH:1].[ClH:1].[CH3:2][N:3]1[C:7]([CH3:8])=[C:6]([C:9]2[CH:18]=[CH:17][CH:16]=[C:15]3[C:10]=2[CH2:11][CH2:12][C@H:13]([NH2:19])[CH2:14]3)[C:5]([CH3:20])=[N:4]1. Reactant: [ClH:1].[CH3:2][N:3]1[C:7]([CH3:8])=[C:6]([C:9]2[CH:18]=[CH:17][CH:16]=[C:15]3[C:10]=2[CH2:11][CH2:12][C@H:13]([NH2:19])[CH2:14]3)[C:5]([CH3:20])=[N:4]1. The catalyst class is: 28. (5) Reactant: [N:1]1[CH:6]=[CH:5][CH:4]=[C:3]([CH2:7]P(=O)(OCC)OCC)[CH:2]=1.C(O[K])(C)(C)C.[CH:22]([C:24]1[C:32]2[C:27](=[CH:28][C:29]([C:33]#[N:34])=[CH:30][CH:31]=2)[NH:26][N:25]=1)=O.C([O-])(O)=O.[Na+]. Product: [N:1]1[CH:6]=[CH:5][CH:4]=[C:3](/[CH:7]=[CH:22]/[C:24]2[C:32]3[C:27](=[CH:28][C:29]([C:33]#[N:34])=[CH:30][CH:31]=3)[NH:26][N:25]=2)[CH:2]=1. The catalyst class is: 18. (6) Reactant: [C:1]([O:5][C:6](=[O:25])[N:7]([CH2:9][C:10]1[CH:14]=[C:13](Br)[N:12]([S:16]([C:19]2[CH:20]=[N:21][CH:22]=[CH:23][CH:24]=2)(=[O:18])=[O:17])[CH:11]=1)[CH3:8])([CH3:4])([CH3:3])[CH3:2].[CH3:26][C:27]1[CH:32]=[CH:31][CH:30]=[CH:29][C:28]=1B(O)O.C(=O)([O-])[O-].[Na+].[Na+]. Product: [CH3:8][N:7]([CH2:9][C:10]1[CH:14]=[C:13]([C:28]2[CH:29]=[CH:30][CH:31]=[CH:32][C:27]=2[CH3:26])[N:12]([S:16]([C:19]2[CH:20]=[N:21][CH:22]=[CH:23][CH:24]=2)(=[O:18])=[O:17])[CH:11]=1)[C:6](=[O:25])[O:5][C:1]([CH3:4])([CH3:3])[CH3:2]. The catalyst class is: 73. (7) The catalyst class is: 3. Reactant: [Br:1][C:2]1[CH:7]=[CH:6][C:5]([SH:8])=[C:4]([O:9][C:10]([F:13])([F:12])[F:11])[CH:3]=1.[H-].[Na+]. Product: [Br:1][C:2]1[CH:7]=[CH:6][C:5]([S:8][C:10]([F:13])([F:12])[F:11])=[C:4]([O:9][C:10]([F:11])([F:13])[F:12])[CH:3]=1.